From a dataset of Forward reaction prediction with 1.9M reactions from USPTO patents (1976-2016). Predict the product of the given reaction. Given the reactants [CH3:1][O:2][C:3]([C:5]1[CH:10]=[CH:9][C:8]([N:11]2[C:15]([S:16][CH2:17][CH2:18][CH3:19])=[C:14]([C:20]([OH:22])=O)[CH:13]=[N:12]2)=[CH:7][CH:6]=1)=[O:4].C(Cl)(=O)C(Cl)=O.Cl.[F:30][C:31]([F:44])([F:43])[C:32]1[CH:37]=[CH:36][CH:35]=[CH:34][C:33]=1[CH:38]1[CH2:42][CH2:41][NH:40][CH2:39]1.CCN(C(C)C)C(C)C, predict the reaction product. The product is: [CH2:17]([S:16][C:15]1[N:11]([C:8]2[CH:7]=[CH:6][C:5]([C:3]([O:2][CH3:1])=[O:4])=[CH:10][CH:9]=2)[N:12]=[CH:13][C:14]=1[C:20]([N:40]1[CH2:41][CH2:42][CH:38]([C:33]2[CH:34]=[CH:35][CH:36]=[CH:37][C:32]=2[C:31]([F:30])([F:43])[F:44])[CH2:39]1)=[O:22])[CH2:18][CH3:19].